This data is from Forward reaction prediction with 1.9M reactions from USPTO patents (1976-2016). The task is: Predict the product of the given reaction. (1) The product is: [Br:16][C:17]1[N:18]=[C:19]([N:28]([CH:29]2[CH2:30][CH2:31]2)[C:9](=[O:10])[O:11][C:12]([CH3:13])([CH3:14])[CH3:15])[C:20]2[N:21]([C:23]([CH:26]=[O:27])=[CH:24][N:25]=2)[CH:22]=1. Given the reactants [C:9](O[C:9]([O:11][C:12]([CH3:15])([CH3:14])[CH3:13])=[O:10])([O:11][C:12]([CH3:15])([CH3:14])[CH3:13])=[O:10].[Br:16][C:17]1[N:18]=[C:19]([NH:28][CH:29]2[CH2:31][CH2:30]2)[C:20]2[N:21]([C:23]([CH:26]=[O:27])=[CH:24][N:25]=2)[CH:22]=1, predict the reaction product. (2) Given the reactants [F:1][C:2]1[CH:7]=[C:6]([I:8])[CH:5]=[CH:4][C:3]=1[NH:9][C:10]1[N:15]([CH3:16])[C:14](=[O:17])[C:13]2[CH:18]=[CH:19][O:20][C:12]=2[C:11]=1[C:21]([OH:23])=O.[CH:24]([O:26][CH2:27][CH2:28][O:29][NH2:30])=[CH2:25].C(Cl)CCl.C1C=CC2N(O)N=NC=2C=1, predict the reaction product. The product is: [F:1][C:2]1[CH:7]=[C:6]([I:8])[CH:5]=[CH:4][C:3]=1[NH:9][C:10]1[N:15]([CH3:16])[C:14](=[O:17])[C:13]2[CH:18]=[CH:19][O:20][C:12]=2[C:11]=1[C:21]([NH:30][O:29][CH2:28][CH2:27][O:26][CH:24]=[CH2:25])=[O:23]. (3) Given the reactants [O:1]1[CH2:6][CH2:5][N:4]([CH2:7][CH2:8][O:9][C:10]2[CH:15]=[CH:14][C:13]([C:16]3[CH:17]=[CH:18][C:19]([CH2:22][C:23](OC)=[O:24])=[N:20][CH:21]=3)=[CH:12][CH:11]=2)[CH2:3][CH2:2]1.[CH2:27]([NH2:34])[C:28]1[CH:33]=[CH:32][CH:31]=[CH:30][CH:29]=1.C1(C)C=CC=CC=1.CCCCCCC, predict the reaction product. The product is: [CH:31]1[CH:30]=[CH:29][C:28]([CH2:27][NH:34][C:23]([CH2:22][C:19]2[CH:18]=[CH:17][C:16]([C:13]3[CH:14]=[CH:15][C:10]([O:9][CH2:8][CH2:7][N:4]4[CH2:3][CH2:2][O:1][CH2:6][CH2:5]4)=[CH:11][CH:12]=3)=[CH:21][N:20]=2)=[O:24])=[CH:33][CH:32]=1. (4) Given the reactants [N+:1]([C:4]1[CH:5]=[C:6]([CH:10]=[CH:11][C:12]=1[NH:13][C:14]1[CH:19]=[CH:18][C:17]([O:20][CH2:21][CH2:22][O:23][C:24]2[CH:29]=[CH:28][CH:27]=[CH:26][N:25]=2)=[CH:16][CH:15]=1)[C:7]([OH:9])=[O:8])([O-])=O.[CH:30](O)=O, predict the reaction product. The product is: [N:25]1[CH:26]=[CH:27][CH:28]=[CH:29][C:24]=1[O:23][CH2:22][CH2:21][O:20][C:17]1[CH:18]=[CH:19][C:14]([N:13]2[C:12]3[CH:11]=[CH:10][C:6]([C:7]([OH:9])=[O:8])=[CH:5][C:4]=3[N:1]=[CH:30]2)=[CH:15][CH:16]=1. (5) Given the reactants [F:1][C:2]1[CH:7]=[CH:6][CH:5]=[C:4]([C:8]([CH3:10])=[CH2:9])[C:3]=1[N+:11]([O-])=O, predict the reaction product. The product is: [F:1][C:2]1[CH:7]=[CH:6][CH:5]=[C:4]([CH:8]([CH3:10])[CH3:9])[C:3]=1[NH2:11].